Dataset: Reaction yield outcomes from USPTO patents with 853,638 reactions. Task: Predict the reaction yield, written as a fraction of the theoretical maximum amount of product (1.0 means a 100% yield; for example, 0.34 means a 34% yield). (1) The reactants are [F:1][C:2]1[C:3]([NH:21][C:22]2[CH:27]=[CH:26][C:25]([C:28]#[C:29][Si](C)(C)C)=[CH:24][C:23]=2[F:34])=[C:4]([CH:12]=[C:13]([CH2:16][O:17][CH2:18][CH2:19][OH:20])[C:14]=1[F:15])[C:5]([NH:7][O:8][CH2:9][CH2:10][OH:11])=[O:6].[F-].C([N+](CCCC)(CCCC)CCCC)CCC. The catalyst is O1CCCC1. The product is [C:28]([C:25]1[CH:26]=[CH:27][C:22]([NH:21][C:3]2[C:2]([F:1])=[C:14]([F:15])[C:13]([CH2:16][O:17][CH2:18][CH2:19][OH:20])=[CH:12][C:4]=2[C:5]([NH:7][O:8][CH2:9][CH2:10][OH:11])=[O:6])=[C:23]([F:34])[CH:24]=1)#[CH:29]. The yield is 0.680. (2) The yield is 0.480. The reactants are [CH2:1]([O:3][C:4]([CH2:6][C:7]1[C:8](=[O:13])[CH2:9][C@@H:10]([OH:12])[CH:11]=1)=[O:5])[CH3:2].N1C=CN=C1.[C:19]([Si:23]([CH3:26])([CH3:25])Cl)([CH3:22])([CH3:21])[CH3:20].[CH:27]1[C:36]2[C:31](=[CH:32][CH:33]=CC=2)[CH:30]=[CH:29][C:28]=1O.C1(N=C=NC2CCCCC2)CCCCC1. The catalyst is C(OCC)(=O)C.ClCCl. The product is [CH:2]1[C:36]2[C:31](=[CH:30][CH:29]=[CH:28][CH:27]=2)[CH:32]=[CH:33][C:1]=1[O:3][C:4]([CH2:6][C:7]1[C:8](=[O:13])[CH2:9][C@@H:10]([O:12][Si:23]([C:19]([CH3:22])([CH3:21])[CH3:20])([CH3:26])[CH3:25])[CH:11]=1)=[O:5]. (3) The reactants are [C:1]([N:5]1[C:9]([C:10]2[CH:15]=[CH:14][C:13]([F:16])=[CH:12][CH:11]=2)=[C:8]([C:17]2[S:18][CH:19]=[C:20]([CH2:22][C:23](O)=[O:24])[N:21]=2)[CH:7]=[N:6]1)([CH3:4])([CH3:3])[CH3:2].[OH-:26].[Na+].[CH2:28]([OH:30])[CH3:29]. The catalyst is C1COCC1. The product is [C:1]([N:5]1[C:9]([C:10]2[CH:15]=[CH:14][C:13]([F:16])=[CH:12][CH:11]=2)=[C:8]([C:17]2[S:18][CH:19]=[C:20]([CH2:22][C:23]([N:5]3[CH2:9][CH2:8][CH:29]([C:28]([OH:26])=[O:30])[CH2:2][CH2:1]3)=[O:24])[N:21]=2)[CH:7]=[N:6]1)([CH3:2])([CH3:3])[CH3:4]. The yield is 0.830.